This data is from TCR-epitope binding with 47,182 pairs between 192 epitopes and 23,139 TCRs. The task is: Binary Classification. Given a T-cell receptor sequence (or CDR3 region) and an epitope sequence, predict whether binding occurs between them. Result: 0 (the TCR does not bind to the epitope). The epitope is FPPTSFGPL. The TCR CDR3 sequence is CASSQGWSEAFF.